From a dataset of Forward reaction prediction with 1.9M reactions from USPTO patents (1976-2016). Predict the product of the given reaction. (1) Given the reactants [Cl:1][C:2]1[C:7]([NH:8][S:9]([C:12]2[CH:17]=[CH:16][C:15]([F:18])=[CH:14][CH:13]=2)(=[O:11])=[O:10])=[CH:6][C:5]([C:19]2[CH:20]=[CH:21][C:22]3[N:23]([C:25]([C:28]#[C:29][Si](C)(C)C)=[CH:26][N:27]=3)[N:24]=2)=[CH:4][N:3]=1.CCCC[N+](CCCC)(CCCC)CCCC.[F-], predict the reaction product. The product is: [Cl:1][C:2]1[C:7]([NH:8][S:9]([C:12]2[CH:13]=[CH:14][C:15]([F:18])=[CH:16][CH:17]=2)(=[O:10])=[O:11])=[CH:6][C:5]([C:19]2[CH:20]=[CH:21][C:22]3[N:23]([C:25]([C:28]#[CH:29])=[CH:26][N:27]=3)[N:24]=2)=[CH:4][N:3]=1. (2) Given the reactants [CH:1]1([C:4]([C:6]2[C:11]([F:12])=[CH:10][C:9]([O:13]CC3C=CC(OC)=CC=3)=[CH:8][C:7]=2[F:23])=[O:5])[CH2:3][CH2:2]1.C(O)(C(F)(F)F)=O, predict the reaction product. The product is: [CH:1]1([C:4]([C:6]2[C:7]([F:23])=[CH:8][C:9]([OH:13])=[CH:10][C:11]=2[F:12])=[O:5])[CH2:2][CH2:3]1. (3) Given the reactants C(O)(=O)C(O)=O.[CH2:7]([O:14][C:15](=[O:21])[C@H:16]([C@@H:18]([CH3:20])[OH:19])[NH2:17])[C:8]1[CH:13]=[CH:12][CH:11]=[CH:10][CH:9]=1.[C:22](O[C:22]([O:24][C:25]([CH3:28])([CH3:27])[CH3:26])=[O:23])([O:24][C:25]([CH3:28])([CH3:27])[CH3:26])=[O:23], predict the reaction product. The product is: [CH2:7]([O:14][C:15](=[O:21])[C@H:16]([C@@H:18]([CH3:20])[OH:19])[NH:17][C:22]([O:24][C:25]([CH3:28])([CH3:27])[CH3:26])=[O:23])[C:8]1[CH:13]=[CH:12][CH:11]=[CH:10][CH:9]=1. (4) Given the reactants [CH3:1][O:2][CH:3]1[O:11][C@H:10]2[C@H:5]([O:6][C:7]([CH3:13])([CH3:12])[O:8][CH2:9]2)[C@H:4]1[OH:14].[S:15](Cl)([C:18]1[CH:24]=[CH:23][C:21]([CH3:22])=[CH:20][CH:19]=1)(=[O:17])=[O:16], predict the reaction product. The product is: [CH3:22][C:21]1[CH:23]=[CH:24][C:18]([S:15]([O:14][C@@H:4]2[C@H:5]3[O:6][C:7]([CH3:12])([CH3:13])[O:8][CH2:9][C@H:10]3[O:11][C@@H:3]2[O:2][CH3:1])(=[O:17])=[O:16])=[CH:19][CH:20]=1. (5) Given the reactants [CH3:1][CH:2]([CH3:16])[CH2:3][C:4]([NH:6][C:7]1[S:8][CH:9]=[CH:10][C:11]=1[C:12]([O:14]C)=[O:13])=[O:5].[OH-].[K+].Cl, predict the reaction product. The product is: [CH3:1][CH:2]([CH3:16])[CH2:3][C:4]([NH:6][C:7]1[S:8][CH:9]=[CH:10][C:11]=1[C:12]([OH:14])=[O:13])=[O:5].